Dataset: Full USPTO retrosynthesis dataset with 1.9M reactions from patents (1976-2016). Task: Predict the reactants needed to synthesize the given product. (1) Given the product [NH2:1][C:2]1[C:3]([F:23])=[CH:4][C:5]([CH3:22])=[C:6]([C:8]2[C:9](=[O:21])[N:10]([CH2:19][CH3:20])[C:11]3[C:16]([CH:17]=2)=[CH:15][N:14]=[C:13]([NH:28][CH2:27][CH2:26][O:25][CH3:24])[CH:12]=3)[CH:7]=1, predict the reactants needed to synthesize it. The reactants are: [NH2:1][C:2]1[C:3]([F:23])=[CH:4][C:5]([CH3:22])=[C:6]([C:8]2[C:9](=[O:21])[N:10]([CH2:19][CH3:20])[C:11]3[C:16]([CH:17]=2)=[CH:15][N:14]=[C:13](Cl)[CH:12]=3)[CH:7]=1.[CH3:24][O:25][CH2:26][CH2:27][NH2:28]. (2) Given the product [CH2:1]([O:3][C:4](=[O:22])[CH:5]=[CH:6][C:7]1[CH:12]=[CH:11][CH:10]=[C:9]([NH:13][C:14]([C:16]2[N:17]=[C:18]([C:28]3[CH:27]=[CH:26][CH:25]=[C:24]([F:23])[CH:29]=3)[S:19][CH:20]=2)=[O:15])[CH:8]=1)[CH3:2], predict the reactants needed to synthesize it. The reactants are: [CH2:1]([O:3][C:4](=[O:22])[CH:5]=[CH:6][C:7]1[CH:12]=[CH:11][CH:10]=[C:9]([NH:13][C:14]([C:16]2[N:17]=[C:18](Cl)[S:19][CH:20]=2)=[O:15])[CH:8]=1)[CH3:2].[F:23][C:24]1[CH:25]=[C:26](B(O)O)[CH:27]=[CH:28][CH:29]=1. (3) The reactants are: [C:1]([O:5][C:6]([N:8]1[C:16]2[C:11](=[CH:12][CH:13]=[C:14]([N+:17]([O-:19])=[O:18])[CH:15]=2)[C:10](I)=[N:9]1)=[O:7])([CH3:4])([CH3:3])[CH3:2].[N:21]1[CH:26]=[CH:25][CH:24]=[C:23](B(O)O)[CH:22]=1. Given the product [C:1]([O:5][C:6]([N:8]1[C:16]2[C:11](=[CH:12][CH:13]=[C:14]([N+:17]([O-:19])=[O:18])[CH:15]=2)[C:10]([C:23]2[CH:22]=[N:21][CH:26]=[CH:25][CH:24]=2)=[N:9]1)=[O:7])([CH3:4])([CH3:3])[CH3:2], predict the reactants needed to synthesize it. (4) Given the product [CH2:32]([O:31][C:29]([N:28]=[S:26]([CH2:34][CH3:35])([C:22]1[CH:23]=[CH:24][CH:25]=[C:20]([CH2:19][O:17][C:11]2[CH:10]=[C:9]3[C:14]([C:5]([NH:4][CH:1]([CH3:3])[CH3:2])=[N:6][CH:7]=[N:8]3)=[CH:13][C:12]=2[O:15][CH3:16])[CH:21]=1)=[O:27])=[O:30])[CH3:33], predict the reactants needed to synthesize it. The reactants are: [CH:1]([NH:4][C:5]1[C:14]2[C:9](=[CH:10][C:11]([OH:17])=[C:12]([O:15][CH3:16])[CH:13]=2)[N:8]=[CH:7][N:6]=1)([CH3:3])[CH3:2].Br[CH2:19][C:20]1[CH:21]=[C:22]([S:26]([CH2:34][CH3:35])(=[N:28][C:29]([O:31][CH2:32][CH3:33])=[O:30])=[O:27])[CH:23]=[CH:24][CH:25]=1.C(=O)([O-])[O-].[K+].[K+]. (5) Given the product [NH:8]1[CH2:14][CH2:13][CH:12]([CH2:15][OH:16])[NH:11][CH2:10][CH2:9]1, predict the reactants needed to synthesize it. The reactants are: C([N:8]1[CH2:14][CH2:13][CH:12]([CH2:15][OH:16])[N:11](CC2C=CC=CC=2)[CH2:10][CH2:9]1)C1C=CC=CC=1.[H][H]. (6) Given the product [C:7]([O:11][C:12]([N:14]1[CH2:15][CH2:16][N:17]([C:20]2[CH:25]=[CH:24][CH:23]=[CH:22][C:21]=2[C:26]2[CH:27]=[CH:28][C:29]([CH2:32][OH:33])=[CH:30][CH:31]=2)[CH2:18][CH2:19]1)=[O:13])([CH3:10])([CH3:8])[CH3:9], predict the reactants needed to synthesize it. The reactants are: [H-].[Al+3].[Li+].[H-].[H-].[H-].[C:7]([O:11][C:12]([N:14]1[CH2:19][CH2:18][N:17]([C:20]2[CH:25]=[CH:24][CH:23]=[CH:22][C:21]=2[C:26]2[CH:31]=[CH:30][C:29]([CH:32]=[O:33])=[CH:28][CH:27]=2)[CH2:16][CH2:15]1)=[O:13])([CH3:10])([CH3:9])[CH3:8]. (7) Given the product [ClH:1].[ClH:1].[C:15]([S:16][C:8]([C:5]1[S:4][C:3]([C:11]([S:16][C:15](=[NH:14])[NH2:17])=[O:12])=[C:2]([Cl:1])[C:6]=1[Cl:7])=[O:9])(=[NH:17])[NH2:14], predict the reactants needed to synthesize it. The reactants are: [Cl:1][C:2]1[C:6]([Cl:7])=[C:5]([C:8](Cl)=[O:9])[S:4][C:3]=1[C:11](Cl)=[O:12].[NH2:14][C:15]([NH2:17])=[S:16].